The task is: Predict which catalyst facilitates the given reaction.. This data is from Catalyst prediction with 721,799 reactions and 888 catalyst types from USPTO. (1) Reactant: [C:1]([N:8]1[CH2:11][CH:10]([C:12]([OH:14])=O)[CH2:9]1)([O:3][C:4]([CH3:7])([CH3:6])[CH3:5])=[O:2].Cl.[CH3:16][NH:17][O:18][CH3:19].C1C=CC2N(O)N=NC=2C=1.Cl.CN(C)CCCN=C=NCC.C(N(CC)C(C)C)(C)C. Product: [CH3:19][O:18][N:17]([CH3:16])[C:12]([CH:10]1[CH2:9][N:8]([C:1]([O:3][C:4]([CH3:5])([CH3:6])[CH3:7])=[O:2])[CH2:11]1)=[O:14]. The catalyst class is: 158. (2) Reactant: [Cl:1][C:2]1[C:3]([F:27])=[C:4]([NH:9][C:10]2[C:19]3[C:14](=[CH:15][C:16]([O:21][C@H:22]4[CH2:26][CH2:25][O:24][CH2:23]4)=[C:17]([NH2:20])[CH:18]=3)[N:13]=[CH:12][N:11]=2)[CH:5]=[CH:6][C:7]=1[Cl:8].[Br:28][CH2:29]/[CH:30]=[CH:31]/[C:32](Cl)=[O:33].CCO. Product: [Br:28][CH2:29]/[CH:30]=[CH:31]/[C:32]([NH:20][C:17]1[CH:18]=[C:19]2[C:14](=[CH:15][C:16]=1[O:21][C@H:22]1[CH2:26][CH2:25][O:24][CH2:23]1)[N:13]=[CH:12][N:11]=[C:10]2[NH:9][C:4]1[CH:5]=[CH:6][C:7]([Cl:8])=[C:2]([Cl:1])[C:3]=1[F:27])=[O:33]. The catalyst class is: 1. (3) Reactant: [F:1][C:2]([F:31])([F:30])[C:3]1[CH:4]=[C:5]([CH:23]=[C:24]([C:26]([F:29])([F:28])[F:27])[CH:25]=1)[CH2:6][O:7][CH2:8][C:9]1([C:17]2[CH:22]=[CH:21][CH:20]=[CH:19][CH:18]=2)[CH2:15][CH2:14][CH2:13][CH:12]([OH:16])[CH2:11][CH2:10]1.[Cr](Cl)([O-])(=O)=O.[NH+]1C=CC=CC=1. Product: [F:1][C:2]([F:30])([F:31])[C:3]1[CH:4]=[C:5]([CH:23]=[C:24]([C:26]([F:29])([F:28])[F:27])[CH:25]=1)[CH2:6][O:7][CH2:8][C:9]1([C:17]2[CH:18]=[CH:19][CH:20]=[CH:21][CH:22]=2)[CH2:15][CH2:14][CH2:13][C:12](=[O:16])[CH2:11][CH2:10]1. The catalyst class is: 4.